This data is from Catalyst prediction with 721,799 reactions and 888 catalyst types from USPTO. The task is: Predict which catalyst facilitates the given reaction. (1) Reactant: [NH2:1][C:2]1[C:15]([Cl:16])=[CH:14][C:13]([Cl:17])=[CH:12][C:3]=1[C:4]([N:6]=[S:7]([CH2:10][CH3:11])[CH2:8][CH3:9])=[O:5].[Cl:18][C:19]1[C:20]([N:25]2[C:29]([C:30](Cl)=[O:31])=[CH:28][C:27]([C:33]([F:36])([F:35])[F:34])=[N:26]2)=[N:21][CH:22]=[CH:23][CH:24]=1. Product: [Cl:18][C:19]1[C:20]([N:25]2[C:29]([C:30]([NH:1][C:2]3[C:3]([C:4](=[O:5])[N:6]=[S:7]([CH2:8][CH3:9])[CH2:10][CH3:11])=[CH:12][C:13]([Cl:17])=[CH:14][C:15]=3[Cl:16])=[O:31])=[CH:28][C:27]([C:33]([F:36])([F:34])[F:35])=[N:26]2)=[N:21][CH:22]=[CH:23][CH:24]=1. The catalyst class is: 17. (2) Reactant: [CH3:1][O:2][CH2:3][CH2:4][O:5][C:6]1[CH:7]=[C:8]([CH:35]=[C:36]([O:38][CH2:39][CH2:40][O:41][CH3:42])[CH:37]=1)[CH2:9][N:10]1[C:18]2[C:13](=[CH:14][CH:15]=[CH:16][CH:17]=2)[C:12]([NH:19][C:20]2[CH:25]=[CH:24][C:23]([C:26]([CH3:29])([CH3:28])[CH3:27])=[CH:22][CH:21]=2)=[C:11]1[C:30]([O:32]CC)=[O:31].[OH-].[Na+].Cl. Product: [CH3:42][O:41][CH2:40][CH2:39][O:38][C:36]1[CH:35]=[C:8]([CH2:9][N:10]2[C:18]3[C:13](=[CH:14][CH:15]=[CH:16][CH:17]=3)[C:12]([NH:19][C:20]3[CH:21]=[CH:22][C:23]([C:26]([CH3:27])([CH3:28])[CH3:29])=[CH:24][CH:25]=3)=[C:11]2[C:30]([OH:32])=[O:31])[CH:7]=[C:6]([O:5][CH2:4][CH2:3][O:2][CH3:1])[CH:37]=1. The catalyst class is: 5. (3) Reactant: [Br:1][C:2]1[CH:3]=[C:4]([C:8](=O)[CH2:9][CH2:10][C:11](=O)[CH3:12])[CH:5]=[CH:6][CH:7]=1.COC1C=CC(P2(SP(C3C=CC(OC)=CC=3)(=S)S2)=[S:24])=CC=1. Product: [Br:1][C:2]1[CH:3]=[C:4]([C:8]2[S:24][C:11]([CH3:12])=[CH:10][CH:9]=2)[CH:5]=[CH:6][CH:7]=1. The catalyst class is: 11. (4) Reactant: B(F)(F)F.CSC.C[O:9][C:10]1[CH:11]=[C:12]([C:17]2[C:21]([C:22]3[CH:27]=[CH:26][N:25]=[C:24]([C:28]4[CH:33]=[CH:32][CH:31]=[CH:30][CH:29]=4)[CH:23]=3)=[CH:20][N:19]([CH2:34][C:35]#[N:36])[N:18]=2)[CH:13]=[C:14]([CH3:16])[CH:15]=1. The catalyst class is: 4. Product: [OH:9][C:10]1[CH:11]=[C:12]([C:17]2[C:21]([C:22]3[CH:27]=[CH:26][N:25]=[C:24]([C:28]4[CH:33]=[CH:32][CH:31]=[CH:30][CH:29]=4)[CH:23]=3)=[CH:20][N:19]([CH2:34][C:35]#[N:36])[N:18]=2)[CH:13]=[C:14]([CH3:16])[CH:15]=1.